Task: Predict the product of the given reaction.. Dataset: Forward reaction prediction with 1.9M reactions from USPTO patents (1976-2016) (1) Given the reactants [NH:1]1[CH:8]=[N:7][C:5]([NH2:6])=[N:4][C:2]1=[O:3].C[Si](N[Si](C)(C)C)(C)C.[Si](OS(C(F)(F)F)(=O)=O)(C)(C)C.C(O[C@@H:34]1[O:46][C@H:45]([CH2:47][O:48]C(=O)C)[C@@H:40]([O:41]C(=O)C)[C@H:35]1[O:36]C(=O)C)(=O)C.C(=O)(O)[O-].[Na+].C[O-].[Na+].CO, predict the reaction product. The product is: [C@@H:34]1([N:1]2[CH:8]=[N:7][C:5]([NH2:6])=[N:4][C:2]2=[O:3])[O:46][C@H:45]([CH2:47][OH:48])[C@@H:40]([OH:41])[C@H:35]1[OH:36]. (2) Given the reactants Br[C:2]1[N:7]=[C:6]2[C:8]([C:30]([NH:32][C:33]([CH3:44])([CH3:43])[CH2:34][O:35][Si:36]([C:39]([CH3:42])([CH3:41])[CH3:40])([CH3:38])[CH3:37])=[O:31])=[CH:9][N:10]([C:11]([C:24]3[CH:29]=[CH:28][CH:27]=[CH:26][CH:25]=3)([C:18]3[CH:23]=[CH:22][CH:21]=[CH:20][CH:19]=3)[C:12]3[CH:17]=[CH:16][CH:15]=[CH:14][CH:13]=3)[C:5]2=[N:4][CH:3]=1.[F:45][C:46]1[CH:54]=[C:53]2[C:49]([C:50]([Sn](CCCC)(CCCC)CCCC)=[N:51][NH:52]2)=[CH:48][CH:47]=1, predict the reaction product. The product is: [Si:36]([O:35][CH2:34][C:33]([NH:32][C:30]([C:8]1[C:6]2=[N:7][C:2]([C:50]3[C:49]4[C:53](=[CH:54][C:46]([F:45])=[CH:47][CH:48]=4)[NH:52][N:51]=3)=[CH:3][N:4]=[C:5]2[N:10]([C:11]([C:12]2[CH:17]=[CH:16][CH:15]=[CH:14][CH:13]=2)([C:24]2[CH:25]=[CH:26][CH:27]=[CH:28][CH:29]=2)[C:18]2[CH:23]=[CH:22][CH:21]=[CH:20][CH:19]=2)[CH:9]=1)=[O:31])([CH3:43])[CH3:44])([C:39]([CH3:41])([CH3:40])[CH3:42])([CH3:38])[CH3:37]. (3) Given the reactants C(O[C:6]([N:8]1[CH2:12][C:11](=[O:13])[N:10]([C:14]2[CH:19]=[C:18]([Cl:20])[CH:17]=[C:16]([Cl:21])[CH:15]=2)[C:9]1=[O:22])=[O:7])(C)(C)C.[C:23]([C:25]1[CH:32]=[CH:31][C:28]([CH:29]=O)=[CH:27][CH:26]=1)#[N:24].[CH3:33]C([O-])=O.[Na+], predict the reaction product. The product is: [C:6]([N:8]1[C:9](=[O:22])[N:10]([C:14]2[CH:15]=[C:16]([Cl:21])[CH:17]=[C:18]([Cl:20])[CH:19]=2)[C:11](=[O:13])/[C:12]/1=[CH:29]\[C:28]1[CH:31]=[CH:32][C:25]([C:23]#[N:24])=[CH:26][CH:27]=1)(=[O:7])[CH3:33]. (4) The product is: [F:18][C:15]1[CH:16]=[CH:17][C:10]([O:9][C:6]2[CH:7]=[CH:8][C:3]([O:2][CH3:1])=[CH:4][CH:5]=2)=[C:11]([CH:12]=[N:24][C:29]([O:31][Si:34]([CH3:37])([CH3:36])[CH3:35])=[CH2:30])[CH:14]=1. Given the reactants [CH3:1][O:2][C:3]1[CH:8]=[CH:7][C:6]([O:9][C:10]2[CH:17]=[CH:16][C:15]([F:18])=[CH:14][C:11]=2[CH:12]=O)=[CH:5][CH:4]=1.[Li+].C[Si]([N-:24][Si](C)(C)C)(C)C.[C:29](Cl)(=[O:31])[CH3:30].Cl[Si:34]([CH3:37])([CH3:36])[CH3:35], predict the reaction product. (5) Given the reactants Cl[C:2]1[C:7]2[NH:8][C:9]3[C:14]([C:6]=2[C:5]([C:16]2[CH:21]=[CH:20][CH:19]=[C:18]([S:22]([CH2:25][CH3:26])(=[O:24])=[O:23])[CH:17]=2)=[CH:4][N:3]=1)=[CH:13][C:12]([CH3:15])=[CH:11][N:10]=3.[O-:27][CH2:28][CH3:29].[Na+], predict the reaction product. The product is: [CH2:25]([S:22]([C:18]1[CH:17]=[C:16]([C:5]2[C:6]3[C:14]4[CH:13]=[C:12]([CH3:15])[CH:11]=[N:10][C:9]=4[NH:8][C:7]=3[C:2]([O:27][CH2:28][CH3:29])=[N:3][CH:4]=2)[CH:21]=[CH:20][CH:19]=1)(=[O:24])=[O:23])[CH3:26]. (6) Given the reactants [C:1](Cl)(=[O:8])[C:2]1[CH:7]=[CH:6][CH:5]=[CH:4][CH:3]=1.Cl.[CH3:11][O:12][C:13]1[CH:14]=[C:15]([C:21]2[CH:22](C)[CH2:23][C:24](=[O:33])[N:25]([CH:27]3[CH2:32][CH2:31][NH:30][CH2:29][CH2:28]3)[N:26]=2)[CH:16]=[CH:17][C:18]=1[O:19][CH3:20].C(N1CCC(N2C(=O)CC(C)C(C3C=CC(OC)=C(OC)C=3)=N2)CC1)(=O)C, predict the reaction product. The product is: [CH3:11][O:12][C:13]1[CH:14]=[C:15]([C:21]2[CH2:22][CH2:23][C:24](=[O:33])[N:25]([CH:27]3[CH2:28][CH2:29][N:30]([C:1]([C:2]4[CH:7]=[CH:6][CH:5]=[CH:4][CH:3]=4)=[O:8])[CH2:31][CH2:32]3)[N:26]=2)[CH:16]=[CH:17][C:18]=1[O:19][CH3:20]. (7) Given the reactants [CH2:1]1[C:9]2[C:4](=[CH:5][CH:6]=[CH:7][CH:8]=2)[C:3]([CH2:10][C:11]([N:13]2[CH2:18][CH2:17][C:16](=[N:19]O)[CH2:15][CH2:14]2)=O)=[CH:2]1.[H-].[Al+3].[Li+].[H-].[H-].[H-].O.[OH-].[Na+], predict the reaction product. The product is: [CH2:1]1[C:9]2[C:4](=[CH:5][CH:6]=[CH:7][CH:8]=2)[C:3]([CH2:10][CH2:11][N:13]2[CH2:14][CH2:15][CH:16]([NH2:19])[CH2:17][CH2:18]2)=[CH:2]1. (8) Given the reactants C(OC([N:8]1[CH2:12][CH2:11][C@H:10]([OH:13])[CH2:9]1)=O)(C)(C)C.[H-].[Na+].Br[CH2:17][CH2:18][O:19][CH2:20][CH2:21][O:22][CH2:23][CH2:24][O:25][CH3:26], predict the reaction product. The product is: [CH3:26][O:25][CH2:24][CH2:23][O:22][CH2:21][CH2:20][O:19][CH2:18][CH2:17][O:13][C@H:10]1[CH2:11][CH2:12][NH:8][CH2:9]1. (9) Given the reactants O.[Cl-].COC1N=C(OC)N=C([N+]2(C)CCOCC2)N=1.C(N(CC)CC)C.[F:27][C:28]1[CH:33]=[C:32]([O:34][C:35]2[CH:40]=[CH:39][N:38]=[C:37]([NH:41][C:42]([N:44]3[CH2:47][CH:46]([OH:48])[CH2:45]3)=[O:43])[CH:36]=2)[C:31]([F:49])=[CH:30][C:29]=1[NH:50][C:51]([C:53]1([C:56](O)=[O:57])[CH2:55][CH2:54]1)=[O:52].[F:59][C:60]1[CH:66]=[CH:65][C:63]([NH2:64])=[CH:62][CH:61]=1.C(=O)([O-])O.[Na+], predict the reaction product. The product is: [F:27][C:28]1[CH:33]=[C:32]([O:34][C:35]2[CH:40]=[CH:39][N:38]=[C:37]([NH:41][C:42]([N:44]3[CH2:47][CH:46]([OH:48])[CH2:45]3)=[O:43])[CH:36]=2)[C:31]([F:49])=[CH:30][C:29]=1[NH:50][C:51]([C:53]1([C:56]([NH:64][C:63]2[CH:65]=[CH:66][C:60]([F:59])=[CH:61][CH:62]=2)=[O:57])[CH2:54][CH2:55]1)=[O:52]. (10) Given the reactants [C:1]([O:4][C:5]1[CH:6]=[C:7]([CH:11]=[CH:12][C:13]=1[O:14][CH3:15])[C:8]([OH:10])=O)(=[O:3])[CH3:2].CN(C=O)C.C(Cl)(=O)C(Cl)=O.Cl.[CH3:28][O:29][C:30]([C:32]1([NH2:41])[CH2:40][C:39]2[C:34](=[CH:35][CH:36]=[CH:37][CH:38]=2)[CH2:33]1)=[O:31].C(=O)([O-])O.[Na+], predict the reaction product. The product is: [CH3:28][O:29][C:30]([C:32]1([NH:41][C:8](=[O:10])[C:7]2[CH:11]=[CH:12][C:13]([O:14][CH3:15])=[C:5]([O:4][C:1](=[O:3])[CH3:2])[CH:6]=2)[CH2:40][C:39]2[C:34](=[CH:35][CH:36]=[CH:37][CH:38]=2)[CH2:33]1)=[O:31].